The task is: Regression. Given two drug SMILES strings and cell line genomic features, predict the synergy score measuring deviation from expected non-interaction effect.. This data is from NCI-60 drug combinations with 297,098 pairs across 59 cell lines. (1) Drug 1: CS(=O)(=O)OCCCCOS(=O)(=O)C. Drug 2: CCC1(C2=C(COC1=O)C(=O)N3CC4=CC5=C(C=CC(=C5CN(C)C)O)N=C4C3=C2)O.Cl. Cell line: MDA-MB-231. Synergy scores: CSS=10.0, Synergy_ZIP=-5.79, Synergy_Bliss=-5.83, Synergy_Loewe=-4.42, Synergy_HSA=-0.537. (2) Drug 1: C1=NC2=C(N=C(N=C2N1C3C(C(C(O3)CO)O)O)F)N. Drug 2: C(CN)CNCCSP(=O)(O)O. Cell line: NCI-H460. Synergy scores: CSS=-0.639, Synergy_ZIP=0.148, Synergy_Bliss=-2.36, Synergy_Loewe=0.615, Synergy_HSA=-3.97. (3) Drug 1: CCCCC(=O)OCC(=O)C1(CC(C2=C(C1)C(=C3C(=C2O)C(=O)C4=C(C3=O)C=CC=C4OC)O)OC5CC(C(C(O5)C)O)NC(=O)C(F)(F)F)O. Drug 2: C1=CC=C(C=C1)NC(=O)CCCCCCC(=O)NO. Cell line: HS 578T. Synergy scores: CSS=59.2, Synergy_ZIP=17.6, Synergy_Bliss=19.6, Synergy_Loewe=17.2, Synergy_HSA=19.0. (4) Drug 1: CCC1(CC2CC(C3=C(CCN(C2)C1)C4=CC=CC=C4N3)(C5=C(C=C6C(=C5)C78CCN9C7C(C=CC9)(C(C(C8N6C)(C(=O)OC)O)OC(=O)C)CC)OC)C(=O)OC)O.OS(=O)(=O)O. Drug 2: C(CC(=O)O)C(=O)CN.Cl. Cell line: NCI-H460. Synergy scores: CSS=0.712, Synergy_ZIP=-2.36, Synergy_Bliss=-1.42, Synergy_Loewe=-3.61, Synergy_HSA=-3.52. (5) Drug 1: CC1=C(C=C(C=C1)C(=O)NC2=CC(=CC(=C2)C(F)(F)F)N3C=C(N=C3)C)NC4=NC=CC(=N4)C5=CN=CC=C5. Drug 2: COC1=NC(=NC2=C1N=CN2C3C(C(C(O3)CO)O)O)N. Cell line: SF-268. Synergy scores: CSS=-0.670, Synergy_ZIP=0.483, Synergy_Bliss=-1.22, Synergy_Loewe=-0.673, Synergy_HSA=-2.78. (6) Drug 1: CCN(CC)CCNC(=O)C1=C(NC(=C1C)C=C2C3=C(C=CC(=C3)F)NC2=O)C. Synergy scores: CSS=19.7, Synergy_ZIP=-2.44, Synergy_Bliss=-4.50, Synergy_Loewe=-7.21, Synergy_HSA=-0.390. Cell line: COLO 205. Drug 2: C1CN1C2=NC(=NC(=N2)N3CC3)N4CC4. (7) Drug 1: CN1C2=C(C=C(C=C2)N(CCCl)CCCl)N=C1CCCC(=O)O.Cl. Drug 2: CC(C)CN1C=NC2=C1C3=CC=CC=C3N=C2N. Cell line: MOLT-4. Synergy scores: CSS=19.0, Synergy_ZIP=2.11, Synergy_Bliss=2.38, Synergy_Loewe=2.68, Synergy_HSA=2.15. (8) Drug 1: CCC1=CC2CC(C3=C(CN(C2)C1)C4=CC=CC=C4N3)(C5=C(C=C6C(=C5)C78CCN9C7C(C=CC9)(C(C(C8N6C)(C(=O)OC)O)OC(=O)C)CC)OC)C(=O)OC.C(C(C(=O)O)O)(C(=O)O)O. Drug 2: CC1C(C(CC(O1)OC2CC(CC3=C2C(=C4C(=C3O)C(=O)C5=C(C4=O)C(=CC=C5)OC)O)(C(=O)C)O)N)O.Cl. Cell line: EKVX. Synergy scores: CSS=31.7, Synergy_ZIP=4.38, Synergy_Bliss=5.05, Synergy_Loewe=-1.44, Synergy_HSA=6.57. (9) Drug 1: CC(C)NC(=O)C1=CC=C(C=C1)CNNC.Cl. Drug 2: N.N.Cl[Pt+2]Cl. Cell line: HOP-92. Synergy scores: CSS=47.2, Synergy_ZIP=0.994, Synergy_Bliss=0.833, Synergy_Loewe=-12.7, Synergy_HSA=1.31.